This data is from hERG potassium channel inhibition data for cardiac toxicity prediction from Karim et al.. The task is: Regression/Classification. Given a drug SMILES string, predict its toxicity properties. Task type varies by dataset: regression for continuous values (e.g., LD50, hERG inhibition percentage) or binary classification for toxic/non-toxic outcomes (e.g., AMES mutagenicity, cardiotoxicity, hepatotoxicity). Dataset: herg_karim. (1) The molecule is CC(=O)c1cccc(-c2cccc(-n3cc(C(=O)Nc4nccc(Cl)c4Cl)c(=O)c4cccnc43)c2)c1. The result is 1 (blocker). (2) The drug is CC(C)c1cc(C#N)cc2nc(-c3ccc(C(=O)NC[C@H]4CC[C@H](c5ccc(Cl)cc5)CC4)cc3)oc12. The result is 0 (non-blocker). (3) The drug is COc1cccc(C2(O)CCN(C(C)C(O)c3ccc4c(c3)CCC(=O)N4)CC2)c1. The result is 0 (non-blocker). (4) The molecule is NC1CCCN(c2c(/C=C3\SC(=O)NC3=O)cccc2-c2ccncc2)C1. The result is 0 (non-blocker). (5) The compound is c1ccc2sc(Oc3ccc(CN4CCCCC4)cc3)nc2c1. The result is 0 (non-blocker). (6) The result is 1 (blocker). The compound is Cc1cc(C(F)(F)F)ccc1C12CC1CN(CCCSc1nnc(-c3ocnc3C)n1C)C2. (7) The compound is Cc1ccc(Nc2nc3ccc(N4CCN(C)CC4)cc3[nH]2)nc1. The result is 0 (non-blocker). (8) The molecule is Fc1ccc(Cn2c(N3CCC(NCC4CCOCC4)CC3)nc3ccccc32)cc1. The result is 1 (blocker). (9) The drug is CCn1nc(Cc2ccccc2)cc1C1CCN(C[C@H]2CN([C@@H](C(=O)O)C(C)C)C[C@@H]2c2cccc(F)c2)CC1. The result is 0 (non-blocker).